Dataset: Forward reaction prediction with 1.9M reactions from USPTO patents (1976-2016). Task: Predict the product of the given reaction. (1) Given the reactants [Cl:1][C:2]1[CH:9]=[CH:8][CH:7]=[CH:6][C:3]=1[CH:4]=O.S(=O)(O)[O-].[Na+].[OH-:15].[NH4+:16].[C-:17]#[N:18].[Na+], predict the reaction product. The product is: [ClH:1].[NH2:16][CH:4]([C:3]1[CH:6]=[CH:7][CH:8]=[CH:9][C:2]=1[Cl:1])[C:17]([NH2:18])=[O:15]. (2) Given the reactants Cl.Br[C:3]1[CH:10]=[CH:9][CH:8]=[CH:7][C:4]=1[CH2:5][NH2:6].C(=O)([O-])[O-:12].[K+].[K+].[C:25](O[C:25]([O:27][C:28]([CH3:31])([CH3:30])[CH3:29])=[O:26])([O:27][C:28]([CH3:31])([CH3:30])[CH3:29])=[O:26].[CH2:32]1[CH2:36][O:35][CH2:34][CH2:33]1.O, predict the reaction product. The product is: [C:28]([O:27][C:25]([N:6]1[CH2:5][C:4]2[C:7](=[CH:8][CH:9]=[CH:10][CH:3]=2)[CH:33]1[CH2:32][C:36]([O:35][CH3:34])=[O:12])=[O:26])([CH3:29])([CH3:30])[CH3:31]. (3) Given the reactants Br[C:2]1[CH:7]=[CH:6][CH:5]=[C:4]([Br:8])[N:3]=1.[NH2:9][CH2:10][CH:11]([OH:14])[CH2:12][OH:13].CCN(C(C)C)C(C)C, predict the reaction product. The product is: [Br:8][C:4]1[N:3]=[C:2]([NH:9][CH2:10][CH:11]([OH:14])[CH2:12][OH:13])[CH:7]=[CH:6][CH:5]=1. (4) Given the reactants [CH2:1]([O:8][C:9]1[CH:16]=[CH:15][C:14]([C:17]([CH3:20])([CH3:19])[CH3:18])=[CH:13][C:10]=1[CH:11]=[O:12])[C:2]1[CH:7]=[CH:6][CH:5]=[CH:4][CH:3]=1.[BH4-].[Na+].Cl, predict the reaction product. The product is: [CH2:1]([O:8][C:9]1[CH:16]=[CH:15][C:14]([C:17]([CH3:20])([CH3:19])[CH3:18])=[CH:13][C:10]=1[CH2:11][OH:12])[C:2]1[CH:3]=[CH:4][CH:5]=[CH:6][CH:7]=1. (5) Given the reactants Cl[C:2]1[C:7]([C:8]#[N:9])=[C:6]([NH:10][CH2:11][C:12]2[CH:17]=[CH:16][CH:15]=[CH:14][N:13]=2)[N:5]=[C:4]([NH:18][CH2:19][C:20]2[CH:25]=[CH:24][CH:23]=[CH:22][N:21]=2)[N:3]=1.[C:26]1([N:32]2[CH2:37][CH2:36][NH:35][CH2:34][CH2:33]2)[CH:31]=[CH:30][CH:29]=[CH:28][CH:27]=1.C(N(C(C)C)C(C)C)C, predict the reaction product. The product is: [C:26]1([N:32]2[CH2:37][CH2:36][N:35]([C:2]3[C:7]([C:8]#[N:9])=[C:6]([NH:10][CH2:11][C:12]4[CH:17]=[CH:16][CH:15]=[CH:14][N:13]=4)[N:5]=[C:4]([NH:18][CH2:19][C:20]4[CH:25]=[CH:24][CH:23]=[CH:22][N:21]=4)[N:3]=3)[CH2:34][CH2:33]2)[CH:31]=[CH:30][CH:29]=[CH:28][CH:27]=1.